This data is from Cav3 T-type calcium channel HTS with 100,875 compounds. The task is: Binary Classification. Given a drug SMILES string, predict its activity (active/inactive) in a high-throughput screening assay against a specified biological target. (1) The molecule is O=C(c1cc([nH]c1)C(=O)NCc1cccnc1)c1ccc(cc1)C. The result is 0 (inactive). (2) The molecule is Clc1c(c2noc(c2C(=O)N2CCCc3c2cccc3)C)cccc1. The result is 0 (inactive). (3) The drug is O1N(C2C(C1Cn1c2nc2c1cccc2)C)C(C)C. The result is 0 (inactive). (4) The result is 0 (inactive). The molecule is Clc1ccc(NC(=O)CSc2n(c(nn2)c2ccc(OC)cc2)C)cc1. (5) The molecule is s1c(N2CCN(CC2)CC(=O)Nc2cc3OCOc3cc2)nc(c1)c1ccc(F)cc1. The result is 0 (inactive). (6) The molecule is s1c2c(CCN(C2)Cc2ccccc2)c2c1n1c(n(c2=O)Cc2ccccc2)nnc1. The result is 0 (inactive). (7) The molecule is O1N=C(CC1c1oc(nn1)c1ccccc1)c1ccc(cc1)C. The result is 0 (inactive). (8) The compound is FC(F)(F)c1c(NC(=O)c2ccc(CN3CCC(CC3)Cc3ccccc3)cc2)cccc1. The result is 1 (active). (9) The molecule is s1c2ncn(CC(=O)N3CCCCC3)c(=O)c2c(c1C(=O)NCCOC)C. The result is 0 (inactive). (10) The molecule is s1c(C(=O)NCc2c(F)cccc2)ccc1. The result is 0 (inactive).